Dataset: Full USPTO retrosynthesis dataset with 1.9M reactions from patents (1976-2016). Task: Predict the reactants needed to synthesize the given product. (1) Given the product [NH:12]1[C:16]2[CH:17]=[CH:18][CH:19]=[CH:20][C:15]=2[N:14]=[C:13]1[CH2:21][N:22]([CH2:23][C:24]1[CH:29]=[CH:28][C:27]([CH2:30][NH:31][CH2:10][C:3]2[C:4]3[C:9](=[CH:8][CH:7]=[CH:6][CH:5]=3)[NH:1][CH:2]=2)=[CH:26][CH:25]=1)[CH:32]1[C:41]2[N:40]=[CH:39][CH:38]=[CH:37][C:36]=2[CH2:35][CH2:34][CH2:33]1, predict the reactants needed to synthesize it. The reactants are: [NH:1]1[C:9]2[C:4](=[CH:5][CH:6]=[CH:7][CH:8]=2)[C:3]([CH:10]=O)=[CH:2]1.[NH:12]1[C:16]2[CH:17]=[CH:18][CH:19]=[CH:20][C:15]=2[N:14]=[C:13]1[CH2:21][N:22]([CH:32]1[C:41]2[N:40]=[CH:39][CH:38]=[CH:37][C:36]=2[CH2:35][CH2:34][CH2:33]1)[CH2:23][C:24]1[CH:29]=[CH:28][C:27]([CH2:30][NH2:31])=[CH:26][CH:25]=1.[BH4-].[Na+]. (2) Given the product [Cl:1][C:2]1[CH:3]=[C:4]([C@H:8]([O:13][CH2:14][CH2:15][NH:16][C:17](=[O:20])[O:18][CH3:19])[CH2:9][CH2:10][N:11]([CH3:12])[C:33](=[O:39])[NH:32][CH2:23][C@H:24]([CH2:25][C@H:31]2[CH2:30][CH2:29][CH2:28][O:27][CH2:26]2)[NH:40][CH3:41])[CH:5]=[CH:6][CH:7]=1, predict the reactants needed to synthesize it. The reactants are: [Cl:1][C:2]1[CH:3]=[C:4]([C@H:8]([O:13][CH2:14][CH2:15][NH:16][C:17](=[O:20])[O:18][CH3:19])[CH2:9][CH2:10][NH:11][CH3:12])[CH:5]=[CH:6][CH:7]=1.NC[C@@H:23]([NH:32][C:33](=[O:39])OCCCC)[CH2:24][C@H:25]1[CH2:31][CH2:30][CH2:29][CH2:28][O:27][CH2:26]1.[NH2:40][CH2:41][C@@H](N(C)C(=O)OC(C)(C)C)C[C@H]1CCCOC1. (3) Given the product [CH2:1]([O:8][C:9](=[O:35])[C@@H:10]([NH:27][C:28]([O:30][C:31]([CH3:34])([CH3:33])[CH3:32])=[O:29])[CH2:11][C:12]1[N:20]([CH2:21][CH2:22][CH2:23][CH2:24][CH3:25])[C:15]2[CH:16]=[CH:17][CH:18]=[CH:19][C:14]=2[N:13]=1)[C:2]1[CH:7]=[CH:6][CH:5]=[CH:4][CH:3]=1, predict the reactants needed to synthesize it. The reactants are: [CH2:1]([O:8][C:9](=[O:35])[C@@H:10]([NH:27][C:28]([O:30][C:31]([CH3:34])([CH3:33])[CH3:32])=[O:29])[CH2:11][C:12](=O)[NH:13][C:14]1[CH:19]=[CH:18][CH:17]=[CH:16][C:15]=1[NH:20][CH2:21][CH2:22][CH2:23][CH2:24][CH3:25])[C:2]1[CH:7]=[CH:6][CH:5]=[CH:4][CH:3]=1. (4) Given the product [CH3:19][C:9]1[C:8]2[N:7]=[C:5]([C:4]3[CH:20]=[CH:21][CH:22]=[C:2]([CH3:1])[CH:3]=3)[C:14]3[CH:15]=[CH:16][CH:17]=[CH:18][C:13]=3[C:12]=2[NH:11][N:10]=1, predict the reactants needed to synthesize it. The reactants are: [CH3:1][C:2]1[CH:3]=[C:4]([CH:20]=[CH:21][CH:22]=1)[C:5]([NH:7][C:8]1[C:9]([CH3:19])=[N:10][NH:11][C:12]=1[C:13]1[CH:18]=[CH:17][CH:16]=[CH:15][CH:14]=1)=O.P(Cl)(Cl)(Cl)=O. (5) Given the product [Cl:23][C:22]1[C:17]2[N:18]([C:2]([C:8]3[CH:13]=[CH:12][N:11]=[C:10]([S:14][CH3:15])[N:9]=3)=[CH:3][N:16]=2)[CH:19]=[CH:20][N:21]=1, predict the reactants needed to synthesize it. The reactants are: Br[CH:2]([C:8]1[CH:13]=[CH:12][N:11]=[C:10]([S:14][CH3:15])[N:9]=1)[CH:3](OC)OC.[NH2:16][C:17]1[C:22]([Cl:23])=[N:21][CH:20]=[CH:19][N:18]=1. (6) Given the product [CH2:1]([O:3][C:4]1[CH:9]=[CH:8][C:7]([S:10]([N:13]2[CH2:18][CH2:17][N:16]([CH2:19][CH3:20])[CH2:15][CH2:14]2)(=[O:11])=[O:12])=[CH:6][C:5]=1[C:21]1[NH:22][N:23]2[C:31]([CH2:32][CH2:33][CH3:34])=[N:30][C:28]([CH3:29])=[C:24]2[C:25](=[O:27])[N:26]=1)[CH3:2], predict the reactants needed to synthesize it. The reactants are: [CH2:1]([O:3][C:4]1[CH:9]=[CH:8][C:7]([S:10]([N:13]2[CH2:18][CH2:17][N:16]([CH2:19][CH3:20])[CH2:15][CH2:14]2)(=[O:12])=[O:11])=[CH:6][C:5]=1[C:21]1[NH:26][C:25](=[O:27])[C:24]([CH:28]([NH:30][C:31](=O)[CH2:32][CH2:33][CH3:34])[CH3:29])=[N:23][N:22]=1)[CH3:2].O=P(Cl)(Cl)Cl. (7) Given the product [OH:3][CH:1]([C:4]1[CH:5]=[C:6]([C:18]2[C:19]3[CH:28]=[CH:27][NH:26][C:20]=3[C:21](=[O:25])[N:22]([CH3:24])[CH:23]=2)[C:7]2[O:12][CH:11]([CH:13]([CH3:15])[CH3:14])[C:10](=[O:16])[NH:9][C:8]=2[CH:17]=1)[CH3:2], predict the reactants needed to synthesize it. The reactants are: [C:1]([C:4]1[CH:5]=[C:6]([C:18]2[C:19]3[CH:28]=[CH:27][NH:26][C:20]=3[C:21](=[O:25])[N:22]([CH3:24])[CH:23]=2)[C:7]2[O:12][CH:11]([CH:13]([CH3:15])[CH3:14])[C:10](=[O:16])[NH:9][C:8]=2[CH:17]=1)(=[O:3])[CH3:2].[BH4-].[Na+]. (8) Given the product [Si:1]([O:8][C@H:9]([CH3:15])[CH2:10][OH:11])([C:4]([CH3:7])([CH3:6])[CH3:5])([CH3:3])[CH3:2], predict the reactants needed to synthesize it. The reactants are: [Si:1]([O:8][C@H:9]([CH3:15])[C:10](OCC)=[O:11])([C:4]([CH3:7])([CH3:6])[CH3:5])([CH3:3])[CH3:2].CO.[Li+].[BH4-]. (9) Given the product [I:22][C:21]1[C:2]([CH3:1])=[N:3][N:4]2[C:9]3[C:8](=[CH:13][C:12]([C:14]4[CH:15]=[CH:16][CH:17]=[CH:18][CH:19]=4)=[C:11]([OH:20])[N:10]=3)[CH:7]=[N:6][C:5]=12, predict the reactants needed to synthesize it. The reactants are: [CH3:1][C:2]1[CH:21]=[C:5]2[N:6]=[CH:7][C:8]3[CH:13]=[C:12]([C:14]4[CH:19]=[CH:18][CH:17]=[CH:16][CH:15]=4)[C:11](=[O:20])[NH:10][C:9]=3[N:4]2[N:3]=1.[I:22]N1C(=O)CCC1=O. (10) The reactants are: [C@H:1]1([NH:10][C:11]2[C:12]3[CH:19]=[CH:18][N:17]([C@H:20]4[CH2:36][C@@H:23]5[O:24]C(C6C=CC(OC)=CC=6)[O:26][CH2:27][C@@H:22]5[CH2:21]4)[C:13]=3[N:14]=[CH:15][N:16]=2)[C:9]2[C:4](=[CH:5][CH:6]=[CH:7][CH:8]=2)[CH2:3][CH2:2]1.CC(O)=O.C1COCC1. Given the product [C@H:1]1([NH:10][C:11]2[C:12]3[CH:19]=[CH:18][N:17]([C@H:20]4[CH2:36][C@H:23]([OH:24])[C@H:22]([CH2:27][OH:26])[CH2:21]4)[C:13]=3[N:14]=[CH:15][N:16]=2)[C:9]2[C:4](=[CH:5][CH:6]=[CH:7][CH:8]=2)[CH2:3][CH2:2]1, predict the reactants needed to synthesize it.